Dataset: Catalyst prediction with 721,799 reactions and 888 catalyst types from USPTO. Task: Predict which catalyst facilitates the given reaction. (1) Reactant: [CH3:1][O:2][C:3](=[O:25])[CH2:4][N:5]1[C:11](=[O:12])[CH2:10][CH2:9][N:8]([C:13](=[O:24])/[CH:14]=[CH:15]/[C:16]2[CH:21]=[CH:20][C:19]([Cl:22])=[C:18]([Cl:23])[CH:17]=2)[CH2:7][CH2:6]1.Br[CH2:27][C:28]([O:30][C:31]([CH3:34])([CH3:33])[CH3:32])=[O:29].OS([O-])(=O)=O.[K+]. Product: [CH3:1][O:2][C:3](=[O:25])[CH:4]([N:5]1[C:11](=[O:12])[CH2:10][CH2:9][N:8]([C:13](=[O:24])/[CH:14]=[CH:15]/[C:16]2[CH:21]=[CH:20][C:19]([Cl:22])=[C:18]([Cl:23])[CH:17]=2)[CH2:7][CH2:6]1)[CH2:27][C:28]([O:30][C:31]([CH3:34])([CH3:33])[CH3:32])=[O:29]. The catalyst class is: 1. (2) Reactant: [Cl:1][C:2]1[CH:7]=[C:6]([O:8]C)[CH:5]=[CH:4][C:3]=1[CH:10]([CH3:27])[C:11]([C:17]1[CH:26]=[CH:25][CH:24]=[C:23]2[C:18]=1[CH:19]=[CH:20][N:21]=[CH:22]2)([OH:16])[C:12]([F:15])([F:14])[F:13].B(Br)(Br)Br.C([O-])(O)=O.[Na+]. Product: [Cl:1][C:2]1[CH:7]=[C:6]([OH:8])[CH:5]=[CH:4][C:3]=1[CH:10]([CH3:27])[C:11]([OH:16])([C:17]1[CH:26]=[CH:25][CH:24]=[C:23]2[C:18]=1[CH:19]=[CH:20][N:21]=[CH:22]2)[C:12]([F:14])([F:13])[F:15]. The catalyst class is: 4.